This data is from Catalyst prediction with 721,799 reactions and 888 catalyst types from USPTO. The task is: Predict which catalyst facilitates the given reaction. (1) Reactant: [C:1]([O:5][C:6]([C:8]1[C:9]([C:14]2[CH:19]=[CH:18][C:17]([CH2:20][N:21]3[C:25]([CH:26]=O)=[C:24]([Cl:28])[N:23]=[C:22]3[CH2:29][CH2:30][CH2:31][CH3:32])=[CH:16][CH:15]=2)=[CH:10][CH:11]=[CH:12][CH:13]=1)=[O:7])([CH3:4])([CH3:3])[CH3:2].[NH2:33][OH:34].Cl.N1C=CC=CC=1. Product: [C:1]([O:5][C:6]([C:8]1[C:9]([C:14]2[CH:19]=[CH:18][C:17]([CH2:20][N:21]3[C:25]([CH:26]=[N:33][OH:34])=[C:24]([Cl:28])[N:23]=[C:22]3[CH2:29][CH2:30][CH2:31][CH3:32])=[CH:16][CH:15]=2)=[CH:10][CH:11]=[CH:12][CH:13]=1)=[O:7])([CH3:2])([CH3:3])[CH3:4]. The catalyst class is: 6. (2) Reactant: [CH3:1][O:2][C:3]1[CH:13]=[CH:12][CH:11]=[C:5]2[C:6]([O:8][C:9](=O)[C:4]=12)=[O:7].C([NH2:16])=O. Product: [CH3:1][O:2][C:3]1[CH:13]=[CH:12][CH:11]=[C:5]2[C:6]([NH:16][C:9](=[O:8])[C:4]=12)=[O:7]. The catalyst class is: 6. (3) Reactant: [CH3:1][C:2]1[CH:7]=[CH:6][C:5]([O:8]C2CCCCO2)=[CH:4][C:3]=1[NH:15][C:16]1[CH:17]=[CH:18][C:19]2[N:20]([C:22]([C:25]3[CH:30]=[CH:29][N:28]=[CH:27][CH:26]=3)=[CH:23][N:24]=2)[N:21]=1.C1(C)C=CC(S([O-])(=O)=O)=CC=1.[NH+]1C=CC=CC=1. Product: [CH3:1][C:2]1[CH:7]=[CH:6][C:5]([OH:8])=[CH:4][C:3]=1[NH:15][C:16]1[CH:17]=[CH:18][C:19]2[N:20]([C:22]([C:25]3[CH:30]=[CH:29][N:28]=[CH:27][CH:26]=3)=[CH:23][N:24]=2)[N:21]=1. The catalyst class is: 5. (4) Reactant: [C:1](Cl)(=[O:3])[CH3:2].[CH3:5][C:6]1([CH3:20])[CH2:12][CH2:11][CH2:10][NH:9][C:8]2[CH:13]=[C:14]([N+:17]([O-:19])=[O:18])[CH:15]=[CH:16][C:7]1=2.C([O-])(O)=O.[Na+].O. Product: [CH3:5][C:6]1([CH3:20])[CH2:12][CH2:11][CH2:10][N:9]([C:1](=[O:3])[CH3:2])[C:8]2[CH:13]=[C:14]([N+:17]([O-:19])=[O:18])[CH:15]=[CH:16][C:7]1=2. The catalyst class is: 2. (5) Product: [Cl:5][C:6]1[CH:11]=[C:10]([Cl:12])[CH:9]=[CH:8][C:7]=1[C@@H:13]([CH3:30])[C@:14]([C:20]1[CH:21]=[C:22]2[C:27](=[CH:28][CH:29]=1)[N:26]=[CH:25][CH:24]=[CH:23]2)([OH:19])[C:15]([F:18])([F:17])[F:16]. Reactant: C(O)(C)C.[Cl:5][C:6]1[CH:11]=[C:10]([Cl:12])[CH:9]=[CH:8][C:7]=1[CH:13]([CH3:30])[C:14]([C:20]1[CH:21]=[C:22]2[C:27](=[CH:28][CH:29]=1)[N:26]=[CH:25][CH:24]=[CH:23]2)([OH:19])[C:15]([F:18])([F:17])[F:16]. The catalyst class is: 194. (6) Reactant: [CH:1]1([O:6][C:7]2[CH:8]=[C:9]([C:15]3[CH2:19][C:18]([CH3:24])([C:20](NO)=[NH:21])[O:17][N:16]=3)[CH:10]=[CH:11][C:12]=2[O:13][CH3:14])[CH2:5][CH2:4][CH2:3][CH2:2]1.[C:25]([O:28][C:29](=O)C)(=[O:27])[CH3:26].C(N(CC)CC)C. Product: [NH2:21]/[C:20](/[C:18]1([CH3:24])[O:17][N:16]=[C:15]([C:9]2[CH:10]=[CH:11][C:12]([O:13][CH3:14])=[C:7]([O:6][CH:1]3[CH2:2][CH2:3][CH2:4][CH2:5]3)[CH:8]=2)[CH2:19]1)=[CH:29]\[O:28][C:25](=[O:27])[CH3:26]. The catalyst class is: 4. (7) Reactant: [N:1]1[CH:6]=[CH:5][C:4]([C:7]2[N:8]=[C:9]([SH:12])[S:10][CH:11]=2)=[CH:3][CH:2]=1.C[O-].[Na+].CO.[C:18]1([CH2:24][C:25]([NH:27][C@@H:28]2[C:56](=[O:57])[N:30]3[C:31]([C:40]([O:42][CH:43]([C:50]4[CH:55]=[CH:54][CH:53]=[CH:52][CH:51]=4)[C:44]4[CH:49]=[CH:48][CH:47]=[CH:46][CH:45]=4)=[O:41])=[C:32](OS(C)(=O)=O)[CH2:33][S:34][C@H:29]23)=[O:26])[CH:23]=[CH:22][CH:21]=[CH:20][CH:19]=1.C(O)(=O)C. Product: [C:18]1([CH2:24][C:25]([NH:27][C@@H:28]2[C:56](=[O:57])[N:30]3[C:31]([C:40]([O:42][CH:43]([C:44]4[CH:45]=[CH:46][CH:47]=[CH:48][CH:49]=4)[C:50]4[CH:51]=[CH:52][CH:53]=[CH:54][CH:55]=4)=[O:41])=[C:32]([S:12][C:9]4[S:10][CH:11]=[C:7]([C:4]5[CH:3]=[CH:2][N:1]=[CH:6][CH:5]=5)[N:8]=4)[CH2:33][S:34][C@H:29]23)=[O:26])[CH:23]=[CH:22][CH:21]=[CH:20][CH:19]=1. The catalyst class is: 670.